From a dataset of Reaction yield outcomes from USPTO patents with 853,638 reactions. Predict the reaction yield, written as a fraction of the theoretical maximum amount of product (1.0 means a 100% yield; for example, 0.34 means a 34% yield). (1) The reactants are [NH2:1][CH2:2][CH:3]([C:5]1[CH:10]=[CH:9][CH:8]=[CH:7][CH:6]=1)[OH:4].C(N(CC)CC)C.[C:18](O[C:18]([O:20][C:21]([CH3:24])([CH3:23])[CH3:22])=[O:19])([O:20][C:21]([CH3:24])([CH3:23])[CH3:22])=[O:19].[Cl-].[NH4+]. The catalyst is ClCCl. The product is [OH:4][CH:3]([C:5]1[CH:10]=[CH:9][CH:8]=[CH:7][CH:6]=1)[CH2:2][NH:1][C:18](=[O:19])[O:20][C:21]([CH3:24])([CH3:23])[CH3:22]. The yield is 0.830. (2) The reactants are [CH2:1]([OH:4])[CH2:2][OH:3].[H-].[Na+].Br[CH2:8][C:9]1[CH:18]=[CH:17][C:16]2[C:11](=[CH:12][CH:13]=[CH:14][CH:15]=2)[CH:10]=1.O. The catalyst is C1COCC1.[N+](CCCC)(CCCC)(CCCC)CCCC.[I-].CCOC(C)=O. The product is [CH:10]1[C:11]2[C:16](=[CH:15][CH:14]=[CH:13][CH:12]=2)[CH:17]=[CH:18][C:9]=1[CH2:8][O:3][CH2:2][CH2:1][OH:4]. The yield is 0.330. (3) The reactants are Br[C:2]1[CH:3]=[C:4]([Cl:11])[CH:5]=[C:6]2[C:10]=1[NH:9][CH:8]=[CH:7]2.C([Li])CCC.[C:17](=[O:19])=[O:18].O. The catalyst is C1COCC1.CCCCCC. The product is [Cl:11][C:4]1[CH:5]=[C:6]2[C:10](=[C:2]([C:17]([OH:19])=[O:18])[CH:3]=1)[NH:9][CH:8]=[CH:7]2. The yield is 0.720.